This data is from Full USPTO retrosynthesis dataset with 1.9M reactions from patents (1976-2016). The task is: Predict the reactants needed to synthesize the given product. (1) Given the product [C:12]1(=[C:39]([C:38]2[CH:50]=[CH:51][C:52]([OH:53])=[C:36]([F:35])[CH:37]=2)[C:41]2[CH:49]=[CH:48][C:44]([C:45]([OH:47])=[O:46])=[CH:43][CH:42]=2)[CH2:20][CH2:25][CH2:24][CH2:23][CH2:22][CH2:21]1.[CH3:54][O:55][C:56](=[O:73])[C:57]1[CH:62]=[CH:61][C:60]([C:63](=[C:74]2[CH2:80][CH2:79][CH2:78][CH2:77][CH2:76][CH2:75]2)[C:64]2[CH:69]=[CH:68][C:67]([OH:70])=[C:66]([F:71])[CH:65]=2)=[CH:59][CH:58]=1, predict the reactants needed to synthesize it. The reactants are: [Al+3].[Cl-].[Cl-].[Cl-].ClC1C=C(/C=C/C(OC(C)(C)C)=O)C=CC=1[C:12](=[C:20]1[CH2:25][CH2:24][CH2:23][CH2:22][CH2:21]1)C1C=CC(O)=CC=1.[F:35][C:36]1[CH:37]=[C:38]([CH:50]=[CH:51][C:52]=1[OH:53])[C:39]([C:41]1[CH:49]=[CH:48][C:44]([C:45]([OH:47])=[O:46])=[CH:43][CH:42]=1)=O.[CH3:54][O:55][C:56](=[O:73])[C:57]1[CH:62]=[CH:61][C:60]([C:63](=O)[C:64]2[CH:69]=[CH:68][C:67]([OH:70])=[C:66]([F:71])[CH:65]=2)=[CH:59][CH:58]=1.[C:74]1(=O)[CH2:80][CH2:79][CH2:78][CH2:77][CH2:76][CH2:75]1.C([O-])([O-])=O.[K+].[K+]. (2) Given the product [CH:31]1[C:32]2[N:33]([CH2:35][C:36]3[S:40][C:39]([C:41]4[CH:51]=[C:50]([Cl:52])[C:44]([O:45][CH2:46][C:47]([N:61]([CH2:65][CH2:66][OH:67])[CH2:62][CH2:63][OH:64])=[O:48])=[C:43]([Cl:53])[CH:42]=4)=[N:38][N:37]=3)[C:34]3[C:25](=[CH:24][CH:23]=[CH:22][CH:21]=3)[S:26][C:27]=2[CH:28]=[CH:29][CH:30]=1, predict the reactants needed to synthesize it. The reactants are: Cl.CN(C)CCCN=C=NCC.OC1C=CC=C[N+]=1[O-].[CH:21]1[C:34]2[N:33]([CH2:35][C:36]3[S:40][C:39]([C:41]4[CH:51]=[C:50]([Cl:52])[C:44]([O:45][CH2:46][C:47](O)=[O:48])=[C:43]([Cl:53])[CH:42]=4)=[N:38][N:37]=3)[C:32]3[C:27](=[CH:28][CH:29]=[CH:30][CH:31]=3)[S:26][C:25]=2[CH:24]=[CH:23][CH:22]=1.C(N(CC)CC)C.[NH:61]([CH2:65][CH2:66][OH:67])[CH2:62][CH2:63][OH:64]. (3) Given the product [F:32][C:26]1[CH:27]=[C:28]([F:31])[CH:29]=[CH:30][C:25]=1[CH2:24][C:22]1[CH:23]=[C:18]([C:15](=[O:17])[CH:16]=[C:8]([OH:10])[C:7]([O:13][CH3:14])=[O:12])[C:19](=[O:41])[N:20]([CH2:33][C:34]2[CH:39]=[CH:38][CH:37]=[CH:36][C:35]=2[F:40])[CH:21]=1, predict the reactants needed to synthesize it. The reactants are: CC(C)([O-])C.[Na+].[C:7]([O:13][CH3:14])(=[O:12])[C:8]([O:10]C)=O.[C:15]([C:18]1[C:19](=[O:41])[N:20]([CH2:33][C:34]2[CH:39]=[CH:38][CH:37]=[CH:36][C:35]=2[F:40])[CH:21]=[C:22]([CH2:24][C:25]2[CH:30]=[CH:29][C:28]([F:31])=[CH:27][C:26]=2[F:32])[CH:23]=1)(=[O:17])[CH3:16].Cl.